Task: Predict the reaction yield, written as a fraction of the theoretical maximum amount of product (1.0 means a 100% yield; for example, 0.34 means a 34% yield).. Dataset: Reaction yield outcomes from USPTO patents with 853,638 reactions (1) The product is [ClH:1].[ClH:1].[ClH:1].[N:30]1[CH:31]=[CH:32][CH:33]=[C:28]([O:27][CH2:26][CH:19]2[CH2:20][NH:21][CH2:22][CH2:23][N:18]2[C:16]2[S:17][C:13]3[CH:12]=[C:11]([OH:10])[CH:35]=[CH:34][C:14]=3[N:15]=2)[CH:29]=1. The yield is 0.670. The catalyst is CCO. The reactants are [ClH:1].Cl.C([O:10][C:11]1[CH:35]=[CH:34][C:14]2[N:15]=[C:16]([N:18]3[CH2:23][CH2:22][N:21](C=O)[CH2:20][CH:19]3[CH2:26][O:27][C:28]3[CH:29]=[N:30][CH:31]=[CH:32][CH:33]=3)[S:17][C:13]=2[CH:12]=1)C1C=CC=CC=1.Cl.O. (2) The reactants are [Cl:1][C:2]1[CH:34]=[CH:33][C:5]([C:6]([N:8]2[CH2:13][CH2:12][N:11]([CH:14]3[CH2:18][N:17]([C:19]4[CH:24]=[CH:23][C:22]([Cl:25])=[CH:21][C:20]=4[N+:26]([O-])=O)[CH2:16][CH:15]3[O:29][C:30](=[O:32])[CH3:31])[CH2:10][CH2:9]2)=[O:7])=[CH:4][CH:3]=1.C([O-])=O.[NH4+]. The catalyst is C(O)C. The product is [NH2:26][C:20]1[CH:21]=[C:22]([Cl:25])[CH:23]=[CH:24][C:19]=1[N:17]1[CH2:18][CH:14]([N:11]2[CH2:10][CH2:9][N:8]([C:6](=[O:7])[C:5]3[CH:33]=[CH:34][C:2]([Cl:1])=[CH:3][CH:4]=3)[CH2:13][CH2:12]2)[CH:15]([O:29][C:30](=[O:32])[CH3:31])[CH2:16]1. The yield is 0.500. (3) The yield is 0.490. The reactants are [CH2:1]([N:8]1[C:16]2[C:11](=[C:12]([O:17]CC3C=CC=CC=3)[CH:13]=[CH:14][CH:15]=2)[CH:10]=[C:9]1[CH3:25])[C:2]1[CH:7]=[CH:6][CH:5]=[CH:4][CH:3]=1.C(OCC)(=O)C. The product is [CH2:1]([N:8]1[C:16]2[CH:15]=[CH:14][CH:13]=[C:12]([OH:17])[C:11]=2[CH:10]=[C:9]1[CH3:25])[C:2]1[CH:3]=[CH:4][CH:5]=[CH:6][CH:7]=1. The catalyst is [Pd].[Hg].CO. (4) The reactants are [OH:1][C:2]1[C:7]([C:8]#[N:9])=[C:6]([CH3:10])[CH:5]=[C:4]([CH3:11])[N:3]=1.[CH2:12](Cl)[C:13]1[CH:18]=[CH:17][CH:16]=[CH:15][CH:14]=1. The catalyst is C1(C)C=CC=CC=1. The yield is 0.650. The product is [CH2:12]([O:1][C:2]1[C:7]([C:8]#[N:9])=[C:6]([CH3:10])[CH:5]=[C:4]([CH3:11])[N:3]=1)[C:13]1[CH:18]=[CH:17][CH:16]=[CH:15][CH:14]=1. (5) The reactants are [O:1]=[C:2]1[N:6]([C:7]2[CH:14]=[CH:13][C:10]([C:11]#[N:12])=[C:9]([C:15]([F:18])([F:17])[F:16])[CH:8]=2)[C@@H:5]2[CH2:19][CH2:20][CH2:21][CH2:22][CH2:23][C@H:4]2[NH:3]1.[F:24][C:25]1[CH:34]=[C:33](I)[CH:32]=[CH:31][C:26]=1[C:27]([NH:29][CH3:30])=[O:28]. No catalyst specified. The product is [C:11]([C:10]1[CH:13]=[CH:14][C:7]([N:6]2[C@@H:5]3[CH2:19][CH2:20][CH2:21][CH2:22][CH2:23][C@H:4]3[N:3]([C:33]3[CH:32]=[CH:31][C:26]([C:27]([NH:29][CH3:30])=[O:28])=[C:25]([F:24])[CH:34]=3)[C:2]2=[O:1])=[CH:8][C:9]=1[C:15]([F:18])([F:16])[F:17])#[N:12]. The yield is 0.380. (6) The reactants are [CH3:1][C:2]1[CH:11]=[CH:10][C:9]2[C:4](=[CH:5][CH:6]=[CH:7][C:8]=2[N:12]2[CH2:17][CH2:16][N:15]([CH2:18][CH2:19][C:20]3[CH:21]=[C:22]([CH:24]=[CH:25][CH:26]=3)[NH2:23])[CH2:14][CH2:13]2)[N:3]=1.[CH3:27][C:28]([CH3:33])([CH3:32])[C:29](Cl)=[O:30]. No catalyst specified. The product is [CH3:27][C:28]([CH3:33])([CH3:32])[C:29]([NH:23][C:22]1[CH:24]=[CH:25][CH:26]=[C:20]([CH2:19][CH2:18][N:15]2[CH2:14][CH2:13][N:12]([C:8]3[CH:7]=[CH:6][CH:5]=[C:4]4[C:9]=3[CH:10]=[CH:11][C:2]([CH3:1])=[N:3]4)[CH2:17][CH2:16]2)[CH:21]=1)=[O:30]. The yield is 0.660. (7) The reactants are N1C=[CH:5][CH:4]=[N:3][CH:2]=1.[NH2:7][C:8]1[C:9]([NH:29][CH2:30][CH3:31])=[N:10][C:11]([NH:14][C:15]2[CH:20]=[CH:19][C:18](OCCN(CC)CC)=[CH:17][CH:16]=2)=[N:12][CH:13]=1.COC1C=[C:36]([C:42](=O)[C:43](OCC)=O)[CH:37]=[C:38](OC)C=1.[C:49](O)(=[O:51])C.CC[OH:55]. No catalyst specified. The product is [CH:36]1([N:29]2[C:9]3[N:10]=[C:11]([NH:14][C:15]4[CH:16]=[CH:17][C:18]([N:3]5[CH2:2][CH2:49][O:51][CH2:5][CH2:4]5)=[CH:19][CH:20]=4)[N:12]=[CH:13][C:8]=3[N:7]=[CH:31][C:30]2=[O:55])[CH2:37][CH2:38][CH2:43][CH2:42]1. The yield is 0.560.